This data is from B-cell epitopes from IEDB database with 3,159 antigens for binding position prediction. The task is: Token-level Classification. Given an antigen amino acid sequence, predict which amino acid positions are active epitope sites capable of antibody binding. Output is a list of indices for active positions. (1) Given the antigen sequence: MKIIFFLCSFLFFIINTQCVTHESYQELVKKLEALEDAVLTGYGLFHKEKMILNEEEITTKGASAQSGTSGTSGPSGTSPSSRSNTLPRSNTSSGASPPADASDSDAKSYADLKHRVRNYLFTIKELKYPELFDLTNHMLTLCDNIHGFKYLIDGYEEINELLYKLNFYFDLLRAKLNDVCANDYCQIPFNLKIRANELDVLKKLVFGYRKPLDNIKDNVGKMEDYIKKNKTTIANINELIEGSKRTIDQNKNADNEEGKKKLYQAQYDLFIYNKQLQEAHNLISVLEKRIDTLKKNENIKKLLEDIDKIKTDAEKPTTGSEPNPLPENKKKEVEGHEEKIKE, which amino acid positions are active epitope sites? The epitope positions are: [66, 67, 68, 69, 70, 71, 72, 73, 74, 75, 76, 77]. The amino acids at these positions are: SGTSGTSGPSGT. (2) Given the antigen sequence: MRASIFLAVAILVITVVAAPDDDKGQEDLNMTVMKQLGEVRRFFTEDPLGRNVTKQLKEMIAIAKVIRHRIRKCLGEYLKGLENE, which amino acid positions are active epitope sites? The epitope positions are: [70, 71, 72, 73, 74, 75, 76, 77, 78, 79, 80, 81, 82, 83, 84]. The amino acids at these positions are: IRKCLGEYLKGLENE. (3) Given the antigen sequence: MRPRPILLLLLMFLPMLPAPPPGQPSGRRRGRRSGGSGGGFWGDRVDSQPFAIPYIHPTNPFAPDVTAAAGAGPRVRQPARPLGSAWRDQAQRPAVASRRRPTTAGAAPLTAVAPAHDTPPVPDVDSRGAILRRQYNLSTSPLTSSVATGTNLVLYAAPLSPLLPLQDGTNTHIMATEASNYAQYRVARATIRYRPLVPNAVGGYAISISFWPQTTTTPTSVDMNSITSTDVRILVQPGIASELVIPSERLHYRNQGWRSVETSGVAEEEATSGLVMLCIHGSLVNSYTNTPYTGALGLLDFALELEFRNLTPGNTNTRVSRYSSTARHRLRRGADGTAELTTTAATRFMKDLYFTSTNGVGEIGRGIALTLFNLADTLLGGLPTELISSAGGQLFYSRPVVSANGEPTVKLYTSVENAQQDKGIAIPHDIDLGESRVVIQDYDNQHEQDRPTPSPAPSRPFSVLRANDVLWLSLTAAEYDQSTYGSSTGPVYVSDSVTL..., which amino acid positions are active epitope sites? The epitope positions are: [460, 461, 462, 463, 464, 465, 466, 467, 468, 469, 470, 471, 472, 473, 474, 475, 476, 477, 478, 479... (25 total positions)]. The amino acids at these positions are: PFSVLRANDVLWLSLTAAEYDQSTY. (4) Given the antigen sequence: MMRKLAILSVSSFLFVEALFQEYQCYGSSSNTRVLNELNYDNAGTNLYNELEMNYYGKQENWYSLKKNSRSLGENDDGNNNNGDNGREGKDEDKRDGNNEDNEKLRKPKHKKLKQPADGNPDPNANPNVDPNANPNVDPNANPNVDPNANPNANPNANPNANPNANPNANPNANPNANPNANPNANPNANPNANPNANPNANPNANPNVDPNANPNANPNANPNANPNANPNANPNANPNANPNANPNANPNANPNANPNANPNANPNANPNANPNANPNANPNANPNKNNQGNGQGHNMPNDPNRNVDENANANNAVKNNNNEEPSDQHIEKYLKRIQNSLSTEWSPCSVTCGNGIQVRIKPGSANKPKDELDYENDIEKKICKMEKCSSVFNVVNSSIGLIMVLSFLFLN, which amino acid positions are active epitope sites? The epitope positions are: [297, 298, 299, 300, 301, 302, 303, 304, 305, 306, 307, 308, 309, 310, 311, 312, 313, 314]. The amino acids at these positions are: HNMPNDPNRNVDENANAN. (5) Given the antigen sequence: MSPIHHHHHHLVPRGSEASNSGFWSFGSEDGSGDSENPGTARAWCQVAQKFTGGIGNKLCALLYGDAEKPAESGGSQPPRAAARKAACACDQKPCSCSKVDVNYAFLHATDLLPACDGERPTLAFLQDVMNILLQYVVKSFDRSTKVIDFHYPNELLQEYNWELADQPQNLEEILMHCQTTLKYAIKTGHPRYFNQLSTGLDMVGLAADWLTSTANTNMFTYEIAPVFVLLEYVTLKKMREIIGWPGGSGDGIFSPGGAISNMYAMMIARFKMFPEVKEKGMAALPRLIAFTSEHSHFSLKKGAAALGIGTDSVILIKCDERGKMIPSDLERRILEAKQKGFVPFLVSATAGTTVYGAFDPLLAVADICKKYKIWMHVDAAWGGGLLMSRKHKWKLSGVERANSVTWNPHKMMGVPLQCSALLVREEGLMQNCNQMHASYLFQQDKHYDLSYDTGDKALQCGRHVDVFKLWLMWRAKGTTGFEAHVDKCLELAEYLYNII..., which amino acid positions are active epitope sites? The epitope positions are: [195, 196, 197, 198, 199, 200, 201, 202, 203, 204, 205, 206, 207, 208, 209]. The amino acids at these positions are: QLSTGLDMVGLAADW. (6) The epitope positions are: [453, 454, 455, 456, 457, 458, 459, 460, 461, 462, 463, 464, 465, 466, 467, 468, 469, 470, 471, 472]. The amino acids at these positions are: ERMASCRPIDKFAQGWGPIT. Given the antigen sequence: MSTNPKPQRKTKRNTNRRPQDVKFPGGGQIVGGVYLLPRRGPRLGVRATRKTSERSQPRGRRQPIPKARRPEGRTWAQPGYPWPLYGNEGMGWAGWLLSPRGSRPSWGPTDPRRRSRNLGKVIDTLTCGFADLMGYIPLVGAPLGGAARALAHGVRVLEDGVNYATGNLPGCSFSIFLLALLSCLTIPASAIEVRNVSGMYHVTNDCSNASIVYEAEDMIMHTPGCVPCVRENNSSRCWVALTPTLAARNSSIPTTTIRRHVDLLVGAAAFCSAMYVGDLCGSVFLVSQLFTFSPRRHETVQDCNCSIYPGHVSGHRMAWDMMMNWSPTTALVVSQLLRIPQAVVDIVVGAHWGILAGLAYYSMVGNWAKVLIVMLLFAGVDGGTHTTGGTQARAAQRLTSFFSPGPSQNIQLINTNGSWHINRTALNCNDSLRTGFLAALFYTHRFNASGCPERMASCRPIDKFAQGWGPITYAEPPSLDQKPYCWHYAPRPCGIVPAS..., which amino acid positions are active epitope sites?